From a dataset of Forward reaction prediction with 1.9M reactions from USPTO patents (1976-2016). Predict the product of the given reaction. (1) The product is: [CH2:1]([C@@H:3]1[C:11]2[C:6](=[CH:7][C:8]([C:12](=[O:28])[NH:13][C@H:14]([C:17]3[CH:22]=[CH:21][C:20]([S:23]([CH2:26][CH3:27])(=[O:24])=[O:25])=[CH:19][N:43]=3)[CH2:15][OH:16])=[CH:9][CH:10]=2)[CH2:5][N:4]1[C:29]([O:31][C:32]([CH3:33])([CH3:35])[CH3:34])=[O:30])[CH3:2]. Given the reactants [CH2:1]([C@H:3]1[C:11]2[C:6](=[CH:7][C:8]([C:12](=[O:28])[NH:13][C@H:14]([C:17]3[CH:22]=[CH:21][C:20]([S:23]([CH2:26][CH3:27])(=[O:25])=[O:24])=[CH:19]C=3)[CH2:15][OH:16])=[CH:9][CH:10]=2)[CH2:5][N:4]1[C:29]([O:31][C:32]([CH3:35])([CH3:34])[CH3:33])=[O:30])[CH3:2].C(OC([N:43]1CC2C(=CC=C(C(O)=O)C=2)[C@H]1CC)=O)(C)(C)C.N[C@H](C1C=CC(S(CC)(=O)=O)=CN=1)CO, predict the reaction product. (2) Given the reactants [Cl-].[Al+3].[Cl-].[Cl-].[C:5](Cl)(=[O:7])[CH3:6].[CH3:9][C:10]1[CH:15]=[CH:14][C:13]([OH:16])=[CH:12][CH:11]=1, predict the reaction product. The product is: [CH3:9][C:10]1[CH:15]=[CH:14][C:13]([O:16][C:5](=[O:7])[CH3:6])=[CH:12][CH:11]=1. (3) Given the reactants Br[C:2]1[CH:3]=[C:4]([C:13]2[O:17][N:16]=[C:15]([C:18]3[CH:26]=[CH:25][C:24]4[NH:23][C:22]5[CH:27]([CH2:30][C:31]([O:33][CH2:34][CH3:35])=[O:32])[CH2:28][CH2:29][C:21]=5[C:20]=4[CH:19]=3)[N:14]=2)[CH:5]=[C:6]([O:8][C:9]([F:12])([F:11])[F:10])[CH:7]=1.[C:36]([CH:38]1[CH2:40][CH2:39]1)#[CH:37], predict the reaction product. The product is: [CH:38]1([C:36]#[C:37][C:2]2[CH:3]=[C:4]([C:13]3[O:17][N:16]=[C:15]([C:18]4[CH:26]=[CH:25][C:24]5[NH:23][C:22]6[CH:27]([CH2:30][C:31]([O:33][CH2:34][CH3:35])=[O:32])[CH2:28][CH2:29][C:21]=6[C:20]=5[CH:19]=4)[N:14]=3)[CH:5]=[C:6]([O:8][C:9]([F:11])([F:12])[F:10])[CH:7]=2)[CH2:40][CH2:39]1. (4) Given the reactants [CH3:1][O:2][C:3]1[CH:8]=[CH:7][CH:6]=[CH:5][C:4]=1[C:9]1[C:17]2[C:12](=[N:13][CH:14]=[C:15]([C:18]3[N:23]=[C:22]([CH2:24][C:25]([N:27]([CH3:29])[CH3:28])=[O:26])[CH:21]=[N:20][CH:19]=3)[CH:16]=2)[N:11](S(C2C=CC(C)=CC=2)(=O)=O)[CH:10]=1.CN(C)C=O.[OH-].[K+], predict the reaction product. The product is: [CH3:1][O:2][C:3]1[CH:8]=[CH:7][CH:6]=[CH:5][C:4]=1[C:9]1[C:17]2[C:12](=[N:13][CH:14]=[C:15]([C:18]3[N:23]=[C:22]([CH2:24][C:25]([N:27]([CH3:29])[CH3:28])=[O:26])[CH:21]=[N:20][CH:19]=3)[CH:16]=2)[NH:11][CH:10]=1. (5) Given the reactants C([Si]([O:8][CH2:9][CH:10]1[CH2:14][C:13]2[CH:15]=[CH:16][CH:17]=[C:18]([O:19][CH3:20])[C:12]=2[O:11]1)(C)C)(C)(C)C.[F-].C([N+](CCCC)(CCCC)CCCC)CCC, predict the reaction product. The product is: [CH3:20][O:19][C:18]1[C:12]2[O:11][CH:10]([CH2:9][OH:8])[CH2:14][C:13]=2[CH:15]=[CH:16][CH:17]=1.